Dataset: Full USPTO retrosynthesis dataset with 1.9M reactions from patents (1976-2016). Task: Predict the reactants needed to synthesize the given product. Given the product [Br:1][C:2]1[CH:9]=[C:8]([NH:11][C@@H:12]2[CH2:17][CH2:16][CH2:15][CH2:14][C@@H:13]2[NH:18][C:19](=[O:25])[O:20][C:21]([CH3:23])([CH3:22])[CH3:24])[CH:7]=[CH:6][C:3]=1[C:4]#[N:5], predict the reactants needed to synthesize it. The reactants are: [Br:1][C:2]1[CH:9]=[C:8](F)[CH:7]=[CH:6][C:3]=1[C:4]#[N:5].[NH2:11][C@@H:12]1[CH2:17][CH2:16][CH2:15][CH2:14][C@@H:13]1[NH:18][C:19](=[O:25])[O:20][C:21]([CH3:24])([CH3:23])[CH3:22].CCN(C(C)C)C(C)C.CCOC(C)=O.